Task: Regression. Given a peptide amino acid sequence and an MHC pseudo amino acid sequence, predict their binding affinity value. This is MHC class I binding data.. Dataset: Peptide-MHC class I binding affinity with 185,985 pairs from IEDB/IMGT (1) The peptide sequence is WLWVSSSDM. The MHC is HLA-A26:01 with pseudo-sequence HLA-A26:01. The binding affinity (normalized) is 0.0847. (2) The peptide sequence is GSFCTQLNR. The MHC is HLA-A31:01 with pseudo-sequence HLA-A31:01. The binding affinity (normalized) is 0.636. (3) The peptide sequence is YFLTRVEAQL. The MHC is Patr-A0901 with pseudo-sequence Patr-A0901. The binding affinity (normalized) is 0.320. (4) The peptide sequence is RLYPFGSYY. The MHC is HLA-B83:01 with pseudo-sequence HLA-B83:01. The binding affinity (normalized) is 0.213. (5) The peptide sequence is YLSSVLLAL. The binding affinity (normalized) is 0.806. The MHC is HLA-A02:06 with pseudo-sequence HLA-A02:06. (6) The peptide sequence is DERRNKYL. The MHC is HLA-B44:03 with pseudo-sequence HLA-B44:03. The binding affinity (normalized) is 0. (7) The peptide sequence is RWTQSLRRGL. The MHC is HLA-A29:02 with pseudo-sequence HLA-A29:02. The binding affinity (normalized) is 0.339.